Dataset: Forward reaction prediction with 1.9M reactions from USPTO patents (1976-2016). Task: Predict the product of the given reaction. (1) Given the reactants FCCC[O:5][C:6]1[CH:14]=[C:13]2C(CC3(CCC(=O)CC3)C2=O)=[CH:8][CH:7]=1.[F:22][C:23]([F:38])([F:37])[CH2:24][CH2:25][O:26][C:27]1[CH:35]=[C:34]2[C:30]([CH2:31][CH2:32][C:33]2=[O:36])=[CH:29][CH:28]=1.C(OC)(=O)C=C, predict the reaction product. The product is: [F:22][C:23]([F:37])([F:38])[CH2:24][CH2:25][O:26][C:27]1[CH:35]=[C:34]2[C:30]([CH2:31][C:32]3([CH2:13][CH2:14][C:6](=[O:5])[CH2:7][CH2:8]3)[C:33]2=[O:36])=[CH:29][CH:28]=1. (2) Given the reactants [N:1]([CH2:4][CH2:5][CH2:6][C:7]([O:9][CH3:10])=[O:8])=[C:2]=[O:3].[NH2:11][CH2:12][CH2:13][CH2:14][CH2:15][CH2:16][C:17]([CH3:26])([C:20]1[CH:25]=[CH:24][CH:23]=[CH:22][CH:21]=1)[CH2:18][OH:19], predict the reaction product. The product is: [OH:19][CH2:18][C:17]([CH3:26])([C:20]1[CH:21]=[CH:22][CH:23]=[CH:24][CH:25]=1)[CH2:16][CH2:15][CH2:14][CH2:13][CH2:12][NH:11][C:2]([NH:1][CH2:4][CH2:5][CH2:6][C:7]([O:9][CH3:10])=[O:8])=[O:3].